This data is from Full USPTO retrosynthesis dataset with 1.9M reactions from patents (1976-2016). The task is: Predict the reactants needed to synthesize the given product. (1) Given the product [F:15][C:13]1[CH:12]=[CH:11][CH:10]=[C:9]2[C:14]=1[NH:6][CH:7]=[C:8]2[C:23]1[CH:24]=[CH:19][N:20]=[C:21]([NH:25][CH:26]2[CH2:31][C:30]([CH3:33])([CH3:32])[NH:29][C:28]([CH3:35])([CH3:34])[CH2:27]2)[N:22]=1, predict the reactants needed to synthesize it. The reactants are: C([Si](C)(C)[N:6]1[C:14]2[C:9](=[CH:10][CH:11]=[CH:12][C:13]=2[F:15])[CH:8]=[CH:7]1)(C)(C)C.Cl[C:19]1[CH:24]=[CH:23][N:22]=[C:21]([NH:25][CH:26]2[CH2:31][C:30]([CH3:33])([CH3:32])[NH:29][C:28]([CH3:35])([CH3:34])[CH2:27]2)[N:20]=1.CCCC[N+](CCCC)(CCCC)CCCC.[F-]. (2) Given the product [Br:12][C:9]1[S:8][C:7]([C:5](=[O:6])[C:4]([OH:13])=[O:3])=[CH:11][CH:10]=1, predict the reactants needed to synthesize it. The reactants are: C([O:3][C:4](=[O:13])[C:5]([C:7]1[S:8][C:9]([Br:12])=[CH:10][CH:11]=1)=[O:6])C.[OH-].[Na+]. (3) Given the product [CH3:1][Si:2]([C:5]#[C:6][C:7]1[CH:12]=[CH:11][C:10]([CH2:13][CH2:14][CH2:15][CH2:16][CH2:17][CH2:18][NH2:24])=[CH:9][CH:8]=1)([CH3:4])[CH3:3], predict the reactants needed to synthesize it. The reactants are: [CH3:1][Si:2]([C:5]#[C:6][C:7]1[CH:12]=[CH:11][C:10]([CH2:13][CH2:14][CH2:15][CH2:16][CH2:17][CH:18]=O)=[CH:9][CH:8]=1)([CH3:4])[CH3:3].C([O-])(=O)C.[NH4+:24].C(O)(=O)C. (4) Given the product [CH:27]1([C:30]2[N:34]([CH3:35])[N:33]=[C:32]([NH:36][C:37]([N:1]3[C:9]4[C:4](=[CH:5][C:6]([O:10][C:11]5[CH:16]=[CH:15][N:14]=[C:13]([CH2:17][N:18]([CH3:26])[C:19](=[O:25])[O:20][C:21]([CH3:22])([CH3:23])[CH3:24])[CH:12]=5)=[CH:7][CH:8]=4)[CH:3]=[CH:2]3)=[O:38])[CH:31]=2)[CH2:28][CH2:29]1, predict the reactants needed to synthesize it. The reactants are: [NH:1]1[C:9]2[C:4](=[CH:5][C:6]([O:10][C:11]3[CH:16]=[CH:15][N:14]=[C:13]([CH2:17][N:18]([CH3:26])[C:19](=[O:25])[O:20][C:21]([CH3:24])([CH3:23])[CH3:22])[CH:12]=3)=[CH:7][CH:8]=2)[CH:3]=[CH:2]1.[CH:27]1([C:30]2[N:34]([CH3:35])[N:33]=[C:32]([NH:36][C:37](=O)[O:38]C3C=CC=CC=3)[CH:31]=2)[CH2:29][CH2:28]1.[H-].[Na+]. (5) Given the product [C:34]([O:37][C:12]1[CH:13]=[CH:14][C:9]([O:8][CH2:1][C:2]2[CH:3]=[CH:4][CH:5]=[CH:6][CH:7]=2)=[C:10]([C:30]([CH3:31])([CH3:32])[CH3:33])[C:11]=1[F:19])(=[O:36])[CH3:35], predict the reactants needed to synthesize it. The reactants are: [CH2:1]([O:8][C:9]1[CH:14]=[CH:13][C:12](CC(O)=O)=[C:11]([F:19])[CH:10]=1)[C:2]1[CH:7]=[CH:6][CH:5]=[CH:4][CH:3]=1.[C:30](OC(O[C:30]([CH3:33])([CH3:32])[CH3:31])N(C)C)([CH3:33])([CH3:32])[CH3:31].[C:34]([O:37]CC)(=[O:36])[CH3:35].